This data is from Forward reaction prediction with 1.9M reactions from USPTO patents (1976-2016). The task is: Predict the product of the given reaction. (1) Given the reactants [NH2:1][C:2]1[N:11]=[CH:10][CH:9]=[CH:8][C:3]=1[C:4]([O:6][CH3:7])=[O:5].Cl[CH2:13][CH:14]=O, predict the reaction product. The product is: [N:1]1[CH:13]=[CH:14][N:11]2[CH:10]=[CH:9][CH:8]=[C:3]([C:4]([O:6][CH3:7])=[O:5])[C:2]=12. (2) Given the reactants CC([O-])(C)C.[K+].[F:7][C:8]([F:45])([F:44])[O:9][C:10]1[CH:15]=[CH:14][C:13]([NH:16][C:17]([N:19]2[CH2:23][C@H:22]([O:24][Si:25]([C:38]([CH3:41])([CH3:40])[CH3:39])([C:32]3[CH:37]=[CH:36][CH:35]=[CH:34][CH:33]=3)[C:26]3[CH:31]=[CH:30][CH:29]=[CH:28][CH:27]=3)[CH2:21][C@H:20]2[CH2:42]O)=[O:18])=[CH:12][CH:11]=1.S(Cl)(C1C=CC(C)=CC=1)(=O)=O.O, predict the reaction product. The product is: [C:38]([Si:25]([C:32]1[CH:33]=[CH:34][CH:35]=[CH:36][CH:37]=1)([C:26]1[CH:27]=[CH:28][CH:29]=[CH:30][CH:31]=1)[O:24][C@H:22]1[CH2:23][N:19]2[C:17](=[O:18])[N:16]([C:13]3[CH:14]=[CH:15][C:10]([O:9][C:8]([F:44])([F:45])[F:7])=[CH:11][CH:12]=3)[CH2:42][C@@H:20]2[CH2:21]1)([CH3:39])([CH3:41])[CH3:40]. (3) Given the reactants [Cl:1][C:2]1[CH:3]=[C:4]2[C:8](=[CH:9][CH:10]=1)[NH:7][CH:6]=[C:5]2[CH2:11][CH2:12][NH:13][C:14](=[O:23])[C:15]1[CH:20]=[CH:19][CH:18]=[C:17]([CH2:21]Cl)[CH:16]=1.[CH3:24][O:25][C:26]1[CH:31]=[CH:30][C:29](B(O)O)=[CH:28][CH:27]=1.C(=O)([O-])[O-].[Na+].[Na+].[I-].[Na+], predict the reaction product. The product is: [Cl:1][C:2]1[CH:3]=[C:4]2[C:8](=[CH:9][CH:10]=1)[NH:7][CH:6]=[C:5]2[CH2:11][CH2:12][NH:13][C:14](=[O:23])[C:15]1[CH:20]=[CH:19][CH:18]=[C:17]([CH2:21][C:29]2[CH:30]=[CH:31][C:26]([O:25][CH3:24])=[CH:27][CH:28]=2)[CH:16]=1. (4) Given the reactants Cl[CH2:2][C:3]1[C:4]([N:9]2[CH2:13][CH2:12][C@@H:11]([F:14])[CH2:10]2)=[N:5][CH:6]=[CH:7][CH:8]=1.[OH:15][C:16]1[CH:23]=[CH:22][CH:21]=[C:20]([OH:24])[C:17]=1[CH:18]=[O:19].C(=O)([O-])[O-].[K+].[K+], predict the reaction product. The product is: [F:14][C@@H:11]1[CH2:12][CH2:13][N:9]([C:4]2[C:3]([CH2:2][O:15][C:16]3[CH:23]=[CH:22][CH:21]=[C:20]([OH:24])[C:17]=3[CH:18]=[O:19])=[CH:8][CH:7]=[CH:6][N:5]=2)[CH2:10]1. (5) Given the reactants [C:1]1([C:23]2[CH:28]=[CH:27][CH:26]=[CH:25][CH:24]=2)[CH:6]=[CH:5][C:4]([CH2:7][C@@H:8]([NH:15][C:16]([O:18][C:19]([CH3:22])([CH3:21])[CH3:20])=[O:17])[CH2:9][C@@H:10]([CH3:14])[C:11]([OH:13])=[O:12])=[CH:3][CH:2]=1.[CH2:29](Br)[C:30]1[CH:35]=[CH:34][CH:33]=[CH:32][CH:31]=1.C(=O)([O-])[O-].[K+].[K+].O, predict the reaction product. The product is: [CH2:29]([O:12][C:11](=[O:13])[C@H:10]([CH3:14])[CH2:9][C@H:8]([NH:15][C:16]([O:18][C:19]([CH3:22])([CH3:20])[CH3:21])=[O:17])[CH2:7][C:4]1[CH:3]=[CH:2][C:1]([C:23]2[CH:24]=[CH:25][CH:26]=[CH:27][CH:28]=2)=[CH:6][CH:5]=1)[C:30]1[CH:35]=[CH:34][CH:33]=[CH:32][CH:31]=1. (6) Given the reactants [Cl:1][C:2]1[CH:10]=[C:9]2[C:5]([C:6]([C:15]([N:17]3[CH2:22][CH2:21][CH:20]([C:23]4[C:28]([O:29][CH3:30])=[CH:27][CH:26]=[CH:25][C:24]=4[O:31][CH3:32])[CH2:19][CH2:18]3)=[O:16])=[CH:7][N:8]2[CH2:11][C:12]([OH:14])=O)=[CH:4][CH:3]=1.C(OC([N:40]1[CH2:45][CH2:44][NH:43][CH2:42][CH2:41]1)=O)(C)(C)C.C(O)(C(F)(F)F)=O, predict the reaction product. The product is: [Cl:1][C:2]1[CH:10]=[C:9]2[C:5]([C:6]([C:15]([N:17]3[CH2:18][CH2:19][CH:20]([C:23]4[C:28]([O:29][CH3:30])=[CH:27][CH:26]=[CH:25][C:24]=4[O:31][CH3:32])[CH2:21][CH2:22]3)=[O:16])=[CH:7][N:8]2[CH2:11][C:12]([N:40]2[CH2:45][CH2:44][NH:43][CH2:42][CH2:41]2)=[O:14])=[CH:4][CH:3]=1.